Regression/Classification. Given a drug SMILES string, predict its toxicity properties. Task type varies by dataset: regression for continuous values (e.g., LD50, hERG inhibition percentage) or binary classification for toxic/non-toxic outcomes (e.g., AMES mutagenicity, cardiotoxicity, hepatotoxicity). Dataset: ames. From a dataset of Ames mutagenicity test results for genotoxicity prediction. (1) The drug is Cc1cc(C(=C2C=CC(=N)C=C2)c2ccc(N)cc2)ccc1N. The result is 1 (mutagenic). (2) The molecule is NCc1cccc(CN)c1. The result is 0 (non-mutagenic). (3) The compound is CC1CC2(C)C(CCC3C4CCC(O)C4(C)CCC32)CC1=O. The result is 0 (non-mutagenic). (4) The compound is C1=C[C@@H]2O[C@@H]2c2ncccc21. The result is 1 (mutagenic). (5) The compound is CN(C)[P+](On1nnc2ccccc21)(N(C)C)N(C)C. The result is 0 (non-mutagenic). (6) The molecule is CC(=O)Nc1ccc(C)c(N)c1. The result is 1 (mutagenic). (7) The molecule is NC(CSC(F)(F)C(F)F)C(=O)O. The result is 0 (non-mutagenic). (8) The compound is C1=Cc2c(cc3ccc4cccc5ccc2c3c45)CC1. The result is 1 (mutagenic). (9) The compound is COC(=O)Nc1nc2cc(Sc3ccccc3)ccc2[nH]1. The result is 0 (non-mutagenic). (10) The drug is Nc1cc(Cl)c(N)c(Cl)c1. The result is 1 (mutagenic).